Dataset: Full USPTO retrosynthesis dataset with 1.9M reactions from patents (1976-2016). Task: Predict the reactants needed to synthesize the given product. (1) Given the product [NH2:2][C:3]1[N:8]=[CH:7][C:6]([C:9]2[CH:14]=[CH:13][C:12]([S:15]([NH:18][CH:19]3[CH2:21][CH2:20]3)(=[O:17])=[O:16])=[CH:11][CH:10]=2)=[CH:5][C:4]=1[C:31]1[CH:32]=[C:33]2[C:28](=[CH:29][CH:30]=1)[C:27](=[O:43])[NH:26][CH2:25][C:24]2([CH3:44])[CH3:23], predict the reactants needed to synthesize it. The reactants are: Br.[NH2:2][C:3]1[N:8]=[CH:7][C:6]([C:9]2[CH:14]=[CH:13][C:12]([S:15]([NH:18][CH:19]3[CH2:21][CH2:20]3)(=[O:17])=[O:16])=[CH:11][CH:10]=2)=[CH:5][C:4]=1Br.[CH3:23][C:24]1([CH3:44])[C:33]2[C:28](=[CH:29][CH:30]=[C:31](B3OC(C)(C)C(C)(C)O3)[CH:32]=2)[C:27](=[O:43])[NH:26][CH2:25]1. (2) The reactants are: [Cl:1][C:2]1[CH:3]=[C:4]([CH:18]=[C:19]([O:21][CH2:22][C:23]2[CH:28]=[C:27]([Cl:29])[CH:26]=[C:25]([Cl:30])[CH:24]=2)[CH:20]=1)[C:5]([NH:7][CH2:8][C:9]1[CH:14]=[CH:13][C:12]([C:15]#[N:16])=[CH:11][C:10]=1[OH:17])=[O:6].I[CH2:32][C:33]([NH2:35])=[O:34]. Given the product [C:33]([CH2:32][O:17][C:10]1[CH:11]=[C:12]([C:15]#[N:16])[CH:13]=[CH:14][C:9]=1[CH2:8][NH:7][C:5](=[O:6])[C:4]1[CH:18]=[C:19]([O:21][CH2:22][C:23]2[CH:24]=[C:25]([Cl:30])[CH:26]=[C:27]([Cl:29])[CH:28]=2)[CH:20]=[C:2]([Cl:1])[CH:3]=1)(=[O:34])[NH2:35], predict the reactants needed to synthesize it. (3) Given the product [F:33][C:34]1[CH:35]=[C:36]([CH2:41][CH2:42][NH:43][C:26]2[N:25]=[C:24]([C:20]3[CH:19]=[C:18]([CH:23]=[CH:22][CH:21]=3)[CH2:17][N:14]3[CH2:15][CH2:16][NH:11][CH:12]([C:31]#[N:32])[CH2:13]3)[CH:29]=[CH:28][N:27]=2)[CH:37]=[C:38]([F:40])[CH:39]=1, predict the reactants needed to synthesize it. The reactants are: C(OC([N:11]1[CH2:16][CH2:15][N:14]([CH2:17][C:18]2[CH:23]=[CH:22][CH:21]=[C:20]([C:24]3[CH:29]=[CH:28][N:27]=[C:26](Cl)[N:25]=3)[CH:19]=2)[CH2:13][CH:12]1[C:31]#[N:32])=O)C1C=CC=CC=1.[F:33][C:34]1[CH:35]=[C:36]([CH2:41][CH2:42][NH2:43])[CH:37]=[C:38]([F:40])[CH:39]=1. (4) Given the product [Cl:1][C:2]1[CH:3]=[CH:4][C:5]([C:8]2([O:21][CH3:24])[CH2:9][CH2:10][N:11]([C:14]([O:16][C:17]([CH3:18])([CH3:20])[CH3:19])=[O:15])[CH2:12][CH2:13]2)=[CH:6][CH:7]=1, predict the reactants needed to synthesize it. The reactants are: [Cl:1][C:2]1[CH:7]=[CH:6][C:5]([C:8]2([OH:21])[CH2:13][CH2:12][N:11]([C:14]([O:16][C:17]([CH3:20])([CH3:19])[CH3:18])=[O:15])[CH2:10][CH2:9]2)=[CH:4][CH:3]=1.[H-].[Na+].[CH3:24]I.